Predict the reactants needed to synthesize the given product. From a dataset of Full USPTO retrosynthesis dataset with 1.9M reactions from patents (1976-2016). (1) Given the product [F:18][C:19]1[CH:26]=[CH:25][CH:24]=[C:23]([F:27])[C:20]=1[CH2:21][N:12]1[C:13]([CH3:17])([CH3:16])[C:14](=[O:15])[N:11]1[CH:2]1[CH:3]2[CH2:4][CH:5]3[CH2:6][CH:7]([CH2:8][CH:1]1[CH2:10]3)[CH2:9]2, predict the reactants needed to synthesize it. The reactants are: [CH:1]12[CH2:10][CH:5]3[CH2:6][CH:7]([CH2:9][CH:3]([CH2:4]3)[CH:2]1[N:11]1[C:14](=[O:15])[C:13]([CH3:17])([CH3:16])[NH:12]1)[CH2:8]2.[F:18][C:19]1[CH:26]=[CH:25][CH:24]=[C:23]([F:27])[C:20]=1[CH2:21]Br. (2) Given the product [ClH:23].[F:22][C:2]([F:1])([F:21])[C:3]1([C:16]([O:18][CH2:19][CH3:20])=[O:17])[CH2:4][CH2:5][NH:6][CH2:7][CH2:8]1, predict the reactants needed to synthesize it. The reactants are: [F:1][C:2]([F:22])([F:21])[C:3]1([C:16]([O:18][CH2:19][CH3:20])=[O:17])[CH2:8][CH2:7][N:6](C(OC(C)(C)C)=O)[CH2:5][CH2:4]1.[ClH:23].O1CCOCC1. (3) Given the product [Cl:1][C:2]1[CH:3]=[C:4]([C:9]2[CH:10]=[CH:33][C:32](/[CH:31]=[CH:30]/[C:29]([NH:28][OH:27])=[O:55])=[CH:14][CH:13]=2)[CH:5]=[CH:6][C:7]=1[OH:8], predict the reactants needed to synthesize it. The reactants are: [Cl:1][C:2]1[CH:3]=[C:4](/[C:9](=[CH:13]\[C:14]2C=CC=CC=2)/[C:10](O)=O)[CH:5]=[CH:6][C:7]=1[OH:8].CN(C([O:27][N:28]1N=N[C:30]2[CH:31]=[CH:32][CH:33]=N[C:29]1=2)=[N+](C)C)C.F[P-](F)(F)(F)(F)F.CCN(C(C)C)C(C)C.Cl.N[OH:55].